Dataset: TCR-epitope binding with 47,182 pairs between 192 epitopes and 23,139 TCRs. Task: Binary Classification. Given a T-cell receptor sequence (or CDR3 region) and an epitope sequence, predict whether binding occurs between them. The epitope is CINGVCWTV. Result: 0 (the TCR does not bind to the epitope). The TCR CDR3 sequence is CSATGVHTEAFF.